Dataset: Catalyst prediction with 721,799 reactions and 888 catalyst types from USPTO. Task: Predict which catalyst facilitates the given reaction. (1) The catalyst class is: 1. Reactant: [Br:1][C:2]1[C:7](N)=[C:6]([Br:9])[C:5]([CH3:10])=[C:4]([C:11]2[CH:16]=[CH:15][C:14]([F:17])=[CH:13][C:12]=2[Cl:18])[N:3]=1.C(ON=O)(C)(C)C. Product: [Br:9][C:6]1[CH:7]=[C:2]([Br:1])[N:3]=[C:4]([C:11]2[CH:16]=[CH:15][C:14]([F:17])=[CH:13][C:12]=2[Cl:18])[C:5]=1[CH3:10]. (2) Reactant: [S:1]([CH2:11][CH2:12][O:13][C:14](=[O:17])[CH:15]=[CH2:16])([C:4]1[CH:10]=[CH:9][C:7]([CH3:8])=[CH:6][CH:5]=1)(=[O:3])=[O:2].[OH:18][CH2:19][CH2:20][O:21][C:22](=[O:26])[C:23]([CH3:25])=[CH2:24].[CH3:27][O:28][C:29](=[O:33])[C:30]([CH3:32])=[CH2:31].CC(N=NC(C#N)(C)C)(C#N)C. Product: [S:1]([CH2:11][CH2:12][O:13][C:14](=[O:17])[CH:15]=[CH2:16])([C:4]1[CH:5]=[CH:6][C:7]([CH3:8])=[CH:9][CH:10]=1)(=[O:3])=[O:2].[OH:18][CH2:19][CH2:20][O:21][C:22](=[O:26])[C:23]([CH3:25])=[CH2:24].[CH3:27][O:28][C:29](=[O:33])[C:30]([CH3:32])=[CH2:31]. The catalyst class is: 7. (3) Reactant: [Cl:1][C:2]1[CH:36]=[CH:35][C:5]([CH2:6][N:7]2[C:15]3[C:14](=[O:16])[N:13]([CH2:17][C:18](=[O:20])[CH3:19])[C:12](=[O:21])[N:11]([CH3:22])[C:10]=3[N:9]=[C:8]2[O:23][C:24]2[CH:29]=[CH:28][CH:27]=[C:26]([O:30][C:31]([F:34])([F:33])[F:32])[CH:25]=2)=[CH:4][CH:3]=1.[CH2:37]([Mg]Br)[CH2:38]C.[CH2:42]1COCC1. Product: [Cl:1][C:2]1[CH:3]=[CH:4][C:5]([CH2:6][N:7]2[C:15]3[C:14](=[O:16])[N:13]([CH2:17][C:18]([OH:20])([CH3:42])[CH2:19][CH2:37][CH3:38])[C:12](=[O:21])[N:11]([CH3:22])[C:10]=3[N:9]=[C:8]2[O:23][C:24]2[CH:29]=[CH:28][CH:27]=[C:26]([O:30][C:31]([F:34])([F:32])[F:33])[CH:25]=2)=[CH:35][CH:36]=1. The catalyst class is: 6. (4) Reactant: [C:1]([NH:4][CH2:5][C@@H:6]1[CH2:10][CH2:9][N:8]([C@H](C2C=CC=CC=2)C)[C@@H:7]1[C:19]([NH2:21])=[O:20])(=[O:3])[CH3:2].O. The catalyst class is: 19. Product: [C:1]([NH:4][CH2:5][C@@H:6]1[CH2:10][CH2:9][NH:8][C@@H:7]1[C:19]([NH2:21])=[O:20])(=[O:3])[CH3:2]. (5) Reactant: C[Si]([N-][Si](C)(C)C)(C)C.[Na+].[CH2:11]([C@H:18]1[CH2:22][O:21][C:20](=[O:23])[N:19]1[C:24](=[O:41])[CH2:25][CH2:26][C:27]1[CH:32]=[CH:31][C:30]([O:33][CH2:34][C:35]2[CH:40]=[CH:39][CH:38]=[CH:37][CH:36]=2)=[CH:29][CH:28]=1)[C:12]1[CH:17]=[CH:16][CH:15]=[CH:14][CH:13]=1.[CH2:42](Br)[CH:43]=[CH2:44]. Product: [CH2:11]([C@H:18]1[CH2:22][O:21][C:20](=[O:23])[N:19]1[C:24](=[O:41])[CH:25]([CH2:26][C:27]1[CH:28]=[CH:29][C:30]([O:33][CH2:34][C:35]2[CH:36]=[CH:37][CH:38]=[CH:39][CH:40]=2)=[CH:31][CH:32]=1)[CH2:44][CH:43]=[CH2:42])[C:12]1[CH:17]=[CH:16][CH:15]=[CH:14][CH:13]=1. The catalyst class is: 1. (6) Reactant: [NH2:1][CH2:2][C:3]1[CH:8]=[CH:7][CH:6]=[CH:5][N:4]=1.[Cl:9][C:10]1[CH:11]=[C:12]2[C:20](=[O:21])[C:19]3[CH:22]=[C:23]([CH2:26][S:27](N(C)C4C=CC=CC=4)(=[O:29])=[O:28])[CH:24]=[CH:25][C:18]=3[CH:17]=[CH:16][C:13]2=[N:14][CH:15]=1.C(=O)([O-])O.[Na+]. Product: [Cl:9][C:10]1[CH:11]=[C:12]2[C:20](=[O:21])[C:19]3[CH:22]=[C:23]([CH2:26][S:27]([NH:1][CH2:2][C:3]4[CH:8]=[CH:7][CH:6]=[CH:5][N:4]=4)(=[O:29])=[O:28])[CH:24]=[CH:25][C:18]=3[CH:17]=[CH:16][C:13]2=[N:14][CH:15]=1. The catalyst class is: 60.